Task: Regression. Given two drug SMILES strings and cell line genomic features, predict the synergy score measuring deviation from expected non-interaction effect.. Dataset: NCI-60 drug combinations with 297,098 pairs across 59 cell lines Drug 1: CC1C(C(CC(O1)OC2CC(CC3=C2C(=C4C(=C3O)C(=O)C5=C(C4=O)C(=CC=C5)OC)O)(C(=O)C)O)N)O.Cl. Drug 2: C1CN(CCN1C(=O)CCBr)C(=O)CCBr. Cell line: SNB-19. Synergy scores: CSS=41.9, Synergy_ZIP=-2.81, Synergy_Bliss=-2.15, Synergy_Loewe=-12.5, Synergy_HSA=0.458.